The task is: Predict the reactants needed to synthesize the given product.. This data is from Full USPTO retrosynthesis dataset with 1.9M reactions from patents (1976-2016). (1) Given the product [CH3:1][O:2][C:3]1[CH:4]=[CH:5][C:6]([N:9]([CH3:30])[C:10]2[C:22]3[C:21]4[C:16](=[CH:17][CH:18]=[CH:19][CH:20]=4)[NH:15][C:14]=3[N:13]=[C:12]([NH2:23])[N:11]=2)=[CH:7][CH:8]=1, predict the reactants needed to synthesize it. The reactants are: [CH3:1][O:2][C:3]1[CH:8]=[CH:7][C:6]([N:9]([CH3:30])[C:10]2[C:22]3[C:21]4[C:16](=[CH:17][CH:18]=[CH:19][CH:20]=4)[NH:15][C:14]=3[N:13]=[C:12]([NH:23]C(=O)C(C)(C)C)[N:11]=2)=[CH:5][CH:4]=1.[OH-].[Na+].ClC1C2C3C(=CC=CC=3)NC=2N=C(NC(=O)C(C)(C)C)N=1.COC1C=C(C=CC=1)NC. (2) Given the product [C:1]([C:3]1[C:4]([CH3:27])=[C:5]([C@@H:10]2[S:30](=[O:32])(=[O:29])[CH2:14][C@@H:13]3[CH2:16][N:17]([C:20]([O:22][C:23]([CH3:26])([CH3:25])[CH3:24])=[O:21])[CH2:18][CH2:19][N+:12]3([O-:34])[CH2:11]2)[CH:6]=[CH:7][C:8]=1[F:9])#[N:2], predict the reactants needed to synthesize it. The reactants are: [C:1]([C:3]1[C:4]([CH3:27])=[C:5]([C@@H:10]2S[CH2:14][C@@H:13]3[CH2:16][N:17]([C:20]([O:22][C:23]([CH3:26])([CH3:25])[CH3:24])=[O:21])[CH2:18][CH2:19][N:12]3[CH2:11]2)[CH:6]=[CH:7][C:8]=1[F:9])#[N:2].O[O:29][S:30]([O-:32])=O.[K+].[OH2:34]. (3) Given the product [F:17][C:18]1[CH:23]=[CH:22][C:21]([C:2]2[C:11]3[CH2:10][CH2:9][CH2:8][CH:7]([NH:12][C:13](=[O:16])[CH2:14][CH3:15])[C:6]=3[CH:5]=[N:4][CH:3]=2)=[CH:20][C:19]=1[CH3:27], predict the reactants needed to synthesize it. The reactants are: Br[C:2]1[C:11]2[CH2:10][CH2:9][CH2:8][CH:7]([NH:12][C:13](=[O:16])[CH2:14][CH3:15])[C:6]=2[CH:5]=[N:4][CH:3]=1.[F:17][C:18]1[CH:23]=[CH:22][C:21](B(O)O)=[CH:20][C:19]=1[CH3:27]. (4) Given the product [CH3:37][N:7]([CH3:6])[CH:8]1[CH2:9][N:10]([C:12]2[CH:17]=[C:16]([O:18][CH3:19])[C:15]([NH:20][C:21]3[N:26]=[C:25]([C:27]4[CH:28]=[N:29][N:30]5[CH2:35][CH2:34][CH2:33][CH2:32][C:31]=45)[CH:24]=[CH:23][N:22]=3)=[CH:14][C:13]=2[NH:36][C:1](=[O:4])[CH:2]=[CH2:3])[CH2:11]1, predict the reactants needed to synthesize it. The reactants are: [C:1](Cl)(=[O:4])[CH:2]=[CH2:3].[CH3:6][N:7]([CH3:37])[CH:8]1[CH2:11][N:10]([C:12]2[CH:17]=[C:16]([O:18][CH3:19])[C:15]([NH:20][C:21]3[N:26]=[C:25]([C:27]4[CH:28]=[N:29][N:30]5[CH2:35][CH2:34][CH2:33][CH2:32][C:31]=45)[CH:24]=[CH:23][N:22]=3)=[CH:14][C:13]=2[NH2:36])[CH2:9]1. (5) Given the product [CH3:1][C:2]1([CH3:40])[C:10]2=[CH:11][C:12]3[N:13]([C:42]4[CH:47]=[CH:46][CH:45]=[CH:44][CH:43]=4)[C:14]4[C:19]([C:20]=3[CH:21]=[C:9]2[C:8]2[C:3]1=[CH:4][CH:5]=[CH:6][CH:7]=2)=[CH:18][C:17]([C:22]1[CH:39]=[CH:38][C:37]2[C:36]3[C:31](=[CH:32][CH:33]=[CH:34][CH:35]=3)[C:30]3[C:25](=[CH:26][CH:27]=[CH:28][CH:29]=3)[C:24]=2[CH:23]=1)=[CH:16][CH:15]=4, predict the reactants needed to synthesize it. The reactants are: [CH3:1][C:2]1([CH3:40])[C:10]2=[CH:11][C:12]3[NH:13][C:14]4[C:19]([C:20]=3[CH:21]=[C:9]2[C:8]2[C:3]1=[CH:4][CH:5]=[CH:6][CH:7]=2)=[CH:18][C:17]([C:22]1[CH:39]=[CH:38][C:37]2[C:36]3[C:31](=[CH:32][CH:33]=[CH:34][CH:35]=3)[C:30]3[C:25](=[CH:26][CH:27]=[CH:28][CH:29]=3)[C:24]=2[CH:23]=1)=[CH:16][CH:15]=4.Br[C:42]1[CH:47]=[CH:46][CH:45]=[CH:44][CH:43]=1.CC(C)([O-])C.[Na+].C(P(C(C)(C)C)C(C)(C)C)(C)(C)C.